From a dataset of Forward reaction prediction with 1.9M reactions from USPTO patents (1976-2016). Predict the product of the given reaction. The product is: [ClH:26].[F:1][C:2]1[CH:22]=[CH:21][C:20]([F:23])=[CH:19][C:3]=1[O:4][CH2:5][C@H:6]([NH2:8])[CH3:7]. Given the reactants [F:1][C:2]1[CH:22]=[CH:21][C:20]([F:23])=[CH:19][C:3]=1[O:4][CH2:5][C@H:6]([N:8]1C(=O)C2C(=CC=CC=2)C1=O)[CH3:7].NN.[ClH:26], predict the reaction product.